From a dataset of Full USPTO retrosynthesis dataset with 1.9M reactions from patents (1976-2016). Predict the reactants needed to synthesize the given product. Given the product [CH3:1][C:2]1[N:3]([CH:18]2[CH2:19][CH2:20][CH2:21][CH2:22][O:17]2)[N:4]=[C:5]2[C:14]3[CH:13]=[C:12]([Cl:15])[CH:11]=[CH:10][C:9]=3[NH:8][C:7](=[O:16])[C:6]=12, predict the reactants needed to synthesize it. The reactants are: [CH3:1][C:2]1[NH:3][N:4]=[C:5]2[C:14]3[CH:13]=[C:12]([Cl:15])[CH:11]=[CH:10][C:9]=3[NH:8][C:7](=[O:16])[C:6]=12.[O:17]1[CH:22]=[CH:21][CH2:20][CH2:19][CH2:18]1.C1(C)C=CC(S(O)(=O)=O)=CC=1.